This data is from Experimentally validated miRNA-target interactions with 360,000+ pairs, plus equal number of negative samples. The task is: Binary Classification. Given a miRNA mature sequence and a target amino acid sequence, predict their likelihood of interaction. (1) The miRNA is cel-miR-240-3p with sequence UACUGGCCCCCAAAUCUUCGCU. The protein sequence of the target gene is MLGIMAWNATCKNWLAAEAALEKYYLSIFYGIEFVVGVLGNTIVVYGYIFSLKNWNSSNIYLFNLSVSDLAFLCTLPMLIRSYANGNWIYGDVLCISNRYVLHANLYTSILFLTFISIDRYLIIKYPFREHLLQKKEFAILISLAIWVLVTLELLPILPLINPVITDNGTTCNDFASSGDPNYNLIYSMCLTLLGFLIPLFVMCFFYYKIALFLKQRNRQVATALPLEKPLNLVIMAVVIFSVLFTPYHVMRNVRIASRLGSWKQYQCTQVVINSFYIVTRPLAFLNSVINPVFYFLLGD.... Result: 0 (no interaction). (2) The miRNA is hsa-miR-4295 with sequence CAGUGCAAUGUUUUCCUU. Result: 1 (interaction). The protein sequence of the target gene is MSRIPLGKVLLRNVIRHTDAHNKIQEESDMWKIRELEKQMEDAYRGTKRKMLPSSSSRMRSDGFDEESQRYYWRPKNEISGTLEDDFLKAKSWNKKFYDYEANMPDRWGHSGYKELYPEEFETDSDQQDITNGKKTSPQVKSSTHESRKHKKSKKSHKKKQKKRSHKKQKKSKKEATDITADSSSEFSEETGASGTRKGKQPHKRKKKSRKKSLKKPALFLEAESNTSHSDDSASSSSEESEERDTKKTKRKKREKKAHTSVANNEIQERTNKRTNWKVATDERSAESSEDD. (3) The miRNA is cel-miR-63-3p with sequence UAUGACACUGAAGCGAGUUGGAAA. The protein sequence of the target gene is MAPPVSERGLKSVVWRKIKTAVFDDCRKEGEWKIMLLDEFTTKLLSSCCKMTDLLEEGITVIENIYKNREPVRQMKALYFISPTPKSVDCFLRDFGSKSEKKYKAAYIYFTDFCPDSLFNKIKASCSKSIRRCKEINISFIPQESQVYTLDVPDAFYYCYSPDPSNASRKEVVMEAMAEQIVTVCATLDENPGVRYKSKPLDNASKLAQLVEKKLEDYYKIDEKGLIKGKTQSQLLIIDRGFDPVSTVLHELTFQAMAYDLLPIENDTYKYKTDGKEKEAVLEEDDDLWVRVRHRHIAVV.... Result: 0 (no interaction). (4) The miRNA is mmu-miR-935 with sequence CCCAGUUACCGCUUCCGCUACCGC. The protein sequence of the target gene is MLGARRLLGALRLCSSVSCPRPRASAKMRVRDALRVQDARGECVTVQGWIRSVRSQKEVLFLHVNDGSSLESLQIVADSSFDSRELTFGSSVQVQGQLVKSQSKRQNVELKAEKIEVIGDCEAKAFPIKYKERHPLEYLRQYPHLRCRTNALGSILRVRSEATAAIHSYFKDNGFVHIHTPVLTSNDCEGAGELFQVEPSSKIKGPKESFFDVPAFLTVSGQLHLEVMSGAFTQVFTFGPTFRAENSQSRRHLAEFYMVEAEISFVESLQDLMQVMEELFKATTEMVLSHCPEDVELCHQ.... Result: 0 (no interaction). (5) The miRNA is cel-miR-84-5p with sequence UGAGGUAGUAUGUAAUAUUGUAGA. The protein sequence of the target gene is MKSDCMQTTICQERKKDPIEMFHSGQLVKVCAPMVRYSKLAFRTLVRKYSCDLCYTPMIVAADFVKSIKARDSEFTTNQGDCPLIVQFAANDARLLSDAARIVCPYANGIDINCGCPQRWAMAEGYGACLINKPELVQDMVKQVRNQVETPGFSVSIKIRIHDDLKRTVDLCQKAEATGVSWITVHGRTAEERHQPVHYDSIKIIKENMSIPVIANGDIRSLKEAENVWRITGTDGVMVARGLLANPAMFAGYEETPLKCIWDWVDIALELGTPYMCFHQHLMYMMEKITSRQEKRVFNA.... Result: 0 (no interaction). (6) The miRNA is hsa-miR-8072 with sequence GGCGGCGGGGAGGUAGGCAG. The protein sequence of the target gene is METAEKECGALGGLFQAIVNDMKSSYPIWEDFNSKATKLHSQLRTTVLAAVAFLDAFQKVADMATNTRGATRDIGSALTRMCMRHRSIETKLRQFTNALLESLINPLQERIEDWKKAANQLDKDHAKEYKRARHEIKKKSSDTLKLQKKARKELLGKGDLQPQLDSALQDVNDMYLLLEETEKQAVRRALIEERGRFCTFITFLQPVVNGELTMLGEITHLQGIIDDLVVLTAEPHKLPPASEQVIKDLKGSDYSWSYQTPPSSPSSSSSRKSSMCSAPSSSSSAKGGGAPWPGGAQTYS.... Result: 1 (interaction). (7) The miRNA is hsa-miR-6865-3p with sequence ACACCCUCUUUCCCUACCGCC. The protein sequence of the target gene is MSLLSLSWLGLRPVAASPWLLLLVVGASWLLARILAWTYAFYHNGRRLRCFPQPRKQNWFLGHLGLVTPTEEGLRVLTQLVATYPQGFVRWLGPITPIINLCHPDIVRSVINTSDAITDKDIVFYKTLKPWLGDGLLLSVGDKWRHHRRLLTPAFHFNILKPYIKIFSKSANIMHAKWQRLAMEGSTCLDVFEHISLMTLDSLQKCIFSFDSNCQEKPSEYITAIMELSALVVKRNNQFFRYKDFLYFLTPCGRRFHRACRLVHDFTDAVIQERRRTLTSQGVDDFLQAKAKSKTLDFID.... Result: 0 (no interaction).